From a dataset of NCI-60 drug combinations with 297,098 pairs across 59 cell lines. Regression. Given two drug SMILES strings and cell line genomic features, predict the synergy score measuring deviation from expected non-interaction effect. (1) Drug 1: CCC1(CC2CC(C3=C(CCN(C2)C1)C4=CC=CC=C4N3)(C5=C(C=C6C(=C5)C78CCN9C7C(C=CC9)(C(C(C8N6C=O)(C(=O)OC)O)OC(=O)C)CC)OC)C(=O)OC)O.OS(=O)(=O)O. Drug 2: CN(CCCl)CCCl.Cl. Cell line: SNB-19. Synergy scores: CSS=45.2, Synergy_ZIP=-6.45, Synergy_Bliss=-3.22, Synergy_Loewe=-5.78, Synergy_HSA=-4.54. (2) Drug 1: CCC1=CC2CC(C3=C(CN(C2)C1)C4=CC=CC=C4N3)(C5=C(C=C6C(=C5)C78CCN9C7C(C=CC9)(C(C(C8N6C)(C(=O)OC)O)OC(=O)C)CC)OC)C(=O)OC.C(C(C(=O)O)O)(C(=O)O)O. Drug 2: C1=CC=C(C(=C1)C(C2=CC=C(C=C2)Cl)C(Cl)Cl)Cl. Cell line: HS 578T. Synergy scores: CSS=52.3, Synergy_ZIP=8.05, Synergy_Bliss=7.92, Synergy_Loewe=-40.0, Synergy_HSA=8.09. (3) Drug 1: COC1=NC(=NC2=C1N=CN2C3C(C(C(O3)CO)O)O)N. Synergy scores: CSS=59.9, Synergy_ZIP=-1.73, Synergy_Bliss=-3.76, Synergy_Loewe=-19.2, Synergy_HSA=-3.29. Drug 2: C1=CC=C(C(=C1)C(C2=CC=C(C=C2)Cl)C(Cl)Cl)Cl. Cell line: SR. (4) Drug 1: COC1=C(C=C2C(=C1)N=CN=C2NC3=CC(=C(C=C3)F)Cl)OCCCN4CCOCC4. Drug 2: CC1C(C(CC(O1)OC2CC(CC3=C2C(=C4C(=C3O)C(=O)C5=C(C4=O)C(=CC=C5)OC)O)(C(=O)CO)O)N)O.Cl. Cell line: ACHN. Synergy scores: CSS=58.5, Synergy_ZIP=2.81, Synergy_Bliss=2.70, Synergy_Loewe=5.74, Synergy_HSA=6.83. (5) Drug 1: CN(CCCl)CCCl.Cl. Drug 2: C(CCl)NC(=O)N(CCCl)N=O. Cell line: HS 578T. Synergy scores: CSS=17.5, Synergy_ZIP=-2.30, Synergy_Bliss=-1.48, Synergy_Loewe=-1.07, Synergy_HSA=1.49.